This data is from Catalyst prediction with 721,799 reactions and 888 catalyst types from USPTO. The task is: Predict which catalyst facilitates the given reaction. (1) Reactant: [H-].[Al+3].[Li+].[H-].[H-].[H-].[CH2:7]([CH:14]1[NH:18][C:17](=[O:19])[N:16]([CH:20]2[CH2:25][CH2:24][N:23]([CH2:26][C:27]3[CH:32]=[CH:31][CH:30]=[CH:29][CH:28]=3)[CH2:22][CH2:21]2)[C:15]1=O)[C:8]1[CH:13]=[CH:12][CH:11]=[CH:10][CH:9]=1. Product: [CH2:7]([CH:14]1[CH2:15][N:16]([CH:20]2[CH2:25][CH2:24][N:23]([CH2:26][C:27]3[CH:32]=[CH:31][CH:30]=[CH:29][CH:28]=3)[CH2:22][CH2:21]2)[C:17](=[O:19])[NH:18]1)[C:8]1[CH:13]=[CH:12][CH:11]=[CH:10][CH:9]=1. The catalyst class is: 7. (2) Reactant: [CH3:1][C:2]([C:4]1[CH:5]=[CH:6][C:7]([OH:11])=[CH:8][C:9]=1[OH:10])=[O:3].C(=O)([O-])[O-].[K+].[K+].[CH3:18][O:19][CH:20](Cl)Cl. Product: [OH:10][C:9]1[CH:8]=[C:7]([O:11][CH2:18][O:19][CH3:20])[CH:6]=[CH:5][C:4]=1[C:2](=[O:3])[CH3:1]. The catalyst class is: 21. (3) Reactant: C[Si](C)(C)[C:3]#[N:4].CCN(CC)CC.[Br:14][C:15]1[CH:16]=[CH:17][C:18]([C:22]([CH3:25])([CH3:24])[CH3:23])=[N+:19]([O-])[CH:20]=1. Product: [Br:14][C:15]1[C:20]([C:3]#[N:4])=[N:19][C:18]([C:22]([CH3:25])([CH3:24])[CH3:23])=[CH:17][CH:16]=1. The catalyst class is: 10. (4) Reactant: [OH-].[K+].[CH3:3][C:4]1[CH:8]=[C:7]([CH3:9])[NH:6][N:5]=1.[Cl:10][C:11]1[CH:18]=[CH:17][CH:16]=[CH:15][C:12]=1[CH2:13]Cl.O. Product: [Cl:10][C:11]1[CH:18]=[CH:17][CH:16]=[CH:15][C:12]=1[CH2:13][N:5]1[C:4]([CH3:3])=[CH:8][C:7]([CH3:9])=[N:6]1. The catalyst class is: 16. (5) Reactant: OS(C(F)(F)F)(=O)=O.[CH2:9]([N:16](C)[C:17]1[N:18]=[C:19]([Cl:29])[C:20]2[C:25]([CH:26]=1)=[CH:24][C:23]([O:27][CH3:28])=[CH:22][CH:21]=2)C1C=CC=CC=1.C(=O)(O)[O-].[Na+]. Product: [Cl:29][C:19]1[C:20]2[C:25](=[CH:24][C:23]([O:27][CH3:28])=[CH:22][CH:21]=2)[CH:26]=[C:17]([NH:16][CH3:9])[N:18]=1. The catalyst class is: 2. (6) Reactant: [CH2:1]([NH2:4])[CH2:2][NH2:3].C([Li])CCC.[Cl:10][C:11]1[CH:17]=[C:16]([Cl:18])[CH:15]=[C:14]([C:19](F)(F)F)[C:12]=1[NH2:13].O. The catalyst class is: 27. Product: [Cl:10][C:11]1[CH:17]=[C:16]([Cl:18])[CH:15]=[C:14]([C:19]2[NH:3][CH2:2][CH2:1][N:4]=2)[C:12]=1[NH2:13]. (7) Reactant: [CH3:1][O:2][C:3]1[CH:4]=[C:5]([CH:24]=[C:25]([O:29][CH3:30])[C:26]=1[O:27][CH3:28])[C:6]([NH:8][C:9]1[CH:14]=[CH:13][CH:12]=[CH:11][C:10]=1[C:15]1[O:16][C:17]2[C:18]([N:23]=1)=[N:19][CH:20]=[CH:21][CH:22]=2)=[O:7].[H-].[Na+].I[CH3:34]. Product: [CH3:30][O:29][C:25]1[CH:24]=[C:5]([CH:4]=[C:3]([O:2][CH3:1])[C:26]=1[O:27][CH3:28])[C:6]([N:8]([CH3:34])[C:9]1[CH:14]=[CH:13][CH:12]=[CH:11][C:10]=1[C:15]1[O:16][C:17]2[C:18]([N:23]=1)=[N:19][CH:20]=[CH:21][CH:22]=2)=[O:7]. The catalyst class is: 3.